This data is from Merck oncology drug combination screen with 23,052 pairs across 39 cell lines. The task is: Regression. Given two drug SMILES strings and cell line genomic features, predict the synergy score measuring deviation from expected non-interaction effect. (1) Drug 1: O=S1(=O)NC2(CN1CC(F)(F)F)C1CCC2Cc2cc(C=CCN3CCC(C(F)(F)F)CC3)ccc2C1. Drug 2: Nc1ccn(C2OC(CO)C(O)C2(F)F)c(=O)n1. Cell line: COLO320DM. Synergy scores: synergy=9.15. (2) Drug 1: Cn1nnc2c(C(N)=O)ncn2c1=O. Drug 2: COC1=C2CC(C)CC(OC)C(O)C(C)C=C(C)C(OC(N)=O)C(OC)C=CC=C(C)C(=O)NC(=CC1=O)C2=O. Cell line: UACC62. Synergy scores: synergy=-18.9.